From a dataset of Reaction yield outcomes from USPTO patents with 853,638 reactions. Predict the reaction yield, written as a fraction of the theoretical maximum amount of product (1.0 means a 100% yield; for example, 0.34 means a 34% yield). (1) The reactants are [CH3:1][N:2]1[C:10]2[CH:9]=[C:8]([N:11]3[CH2:16][CH2:15][N:14]([CH2:17][CH2:18][C:19]4[CH:24]=[CH:23][CH:22]=[CH:21][N:20]=4)[CH2:13][C:12]3=[O:25])[CH:7]=[CH:6][C:5]=2[C:4]2[CH2:26][N:27](C(OC(C)(C)C)=O)[CH2:28][CH2:29][C:3]1=2.C1(N)C(F)=C(F)C(F)=C(N)C=1F.[ClH:49].Cl. No catalyst specified. The product is [ClH:49].[ClH:49].[CH3:1][N:2]1[C:10]2[CH:9]=[C:8]([N:11]3[CH2:16][CH2:15][N:14]([CH2:17][CH2:18][C:19]4[CH:24]=[CH:23][CH:22]=[CH:21][N:20]=4)[CH2:13][C:12]3=[O:25])[CH:7]=[CH:6][C:5]=2[C:4]2[CH2:26][NH:27][CH2:28][CH2:29][C:3]1=2. The yield is 0.100. (2) The product is [Cl:1][C:2]1[S:3][C:4]([C:7](=[O:9])[CH3:8])=[CH:5][C:6]=1[N+:10]([O-:12])=[O:11]. The reactants are [Cl:1][C:2]1[S:3][C:4]([C:7](=[O:9])[CH3:8])=[CH:5][CH:6]=1.[N+:10]([O-])([OH:12])=[O:11]. No catalyst specified. The yield is 0.450. (3) The catalyst is C1COCC1. The reactants are [C:1]([O:22][C:23]([CH3:26])([CH3:25])[CH3:24])(=[O:21])[CH2:2][CH2:3][CH2:4][CH2:5][CH2:6][CH2:7][CH2:8][CH2:9][CH2:10][CH2:11][CH2:12][CH2:13][CH2:14][CH2:15][CH2:16][CH2:17][C:18]([O-:20])=[O:19].CCN(C(C)C)C(C)C.[B-](F)(F)(F)F.CN(C(O[N:49]1[C:54](=[O:55])[CH2:53][CH2:52][C:50]1=[O:51])=[N+](C)C)C. The yield is 0.290. The product is [C:18]([O:20][N:49]1[C:54](=[O:55])[CH2:53][CH2:52][C:50]1=[O:51])(=[O:19])[CH2:17][CH2:16][CH2:15][CH2:14][CH2:13][CH2:12][CH2:11][CH2:10][CH2:9][CH2:8][CH2:7][CH2:6][CH2:5][CH2:4][CH2:3][CH2:2][C:1]([O:22][C:23]([CH3:26])([CH3:25])[CH3:24])=[O:21]. (4) The reactants are C([N:8]([C@@H](C1C=CC=CC=1)C)[C@H:9]([C:18]1[CH:23]=[CH:22][C:21](Cl)=[C:20]([C:25]([F:28])([F:27])[F:26])[CH:19]=1)[CH2:10][C:11]([O:13][C:14]([CH3:17])([CH3:16])[CH3:15])=[O:12])C1C=CC=CC=1. The catalyst is CO.CC(O)=O.[OH-].[OH-].[Pd+2]. The product is [NH2:8][C@H:9]([C:18]1[CH:23]=[CH:22][CH:21]=[C:20]([C:25]([F:26])([F:27])[F:28])[CH:19]=1)[CH2:10][C:11]([O:13][C:14]([CH3:17])([CH3:16])[CH3:15])=[O:12]. The yield is 0.770. (5) The reactants are C(O)(=O)[C@H](C1C=CC=CC=1)O.O.[OH-].[Na+].[CH3:15][C:16]1[CH:17]=[CH:18][CH:19]=[CH:20][C:21]=1[O:22][C@@H:23]([C:28]1[CH:29]=[CH:30][CH:31]=[CH:32][CH:33]=1)[CH2:24][CH2:25][NH:26][CH3:27].[ClH:34].C([O-])(=O)C.C(O)(=O)C. The catalyst is C1(C)C=CC=CC=1. The product is [CH3:15][C:16]1[CH:17]=[CH:18][CH:19]=[CH:20][C:21]=1[O:22][C@@H:23]([C:28]1[CH:33]=[CH:32][CH:31]=[CH:30][CH:29]=1)[CH2:24][CH2:25][NH:26][CH3:27].[ClH:34]. The yield is 0.381. (6) The catalyst is O.CC(C)=O. The product is [Cl:1][C:2]1[C:7]([C:8]([OH:23])=[O:9])=[CH:6][N:5]=[C:4]2[N:10]([S:13]([C:16]3[CH:22]=[CH:21][C:19]([CH3:20])=[CH:18][CH:17]=3)(=[O:15])=[O:14])[CH:11]=[CH:12][C:3]=12. The reactants are [Cl:1][C:2]1[C:7]([CH:8]=[O:9])=[CH:6][N:5]=[C:4]2[N:10]([S:13]([C:16]3[CH:22]=[CH:21][C:19]([CH3:20])=[CH:18][CH:17]=3)(=[O:15])=[O:14])[CH:11]=[CH:12][C:3]=12.[O-:23]Cl=O.[Na+].Cl. The yield is 0.840. (7) The reactants are [OH:1][CH2:2][CH2:3][C:4]1[CH:9]=[CH:8][C:7]([C@@H:10]([N:12]2[CH2:17][CH2:16][C@:15]([CH2:24][CH2:25][CH2:26][O:27][CH2:28][C:29]3[CH:34]=[CH:33][C:32]([O:35][CH3:36])=[CH:31][CH:30]=3)([C:18]3[CH:23]=[CH:22][CH:21]=[CH:20][CH:19]=3)[O:14][C:13]2=[O:37])[CH3:11])=[CH:6][CH:5]=1.CC(C)=[O:40].OS(O)(=O)=O.O=[Cr](=O)=O. The catalyst is CC(C)=O. The product is [CH3:36][O:35][C:32]1[CH:31]=[CH:30][C:29]([CH2:28][O:27][CH2:26][CH2:25][CH2:24][C@@:15]2([C:18]3[CH:23]=[CH:22][CH:21]=[CH:20][CH:19]=3)[O:14][C:13](=[O:37])[N:12]([C@H:10]([C:7]3[CH:8]=[CH:9][C:4]([CH2:3][C:2]([OH:40])=[O:1])=[CH:5][CH:6]=3)[CH3:11])[CH2:17][CH2:16]2)=[CH:34][CH:33]=1. The yield is 0.970. (8) The reactants are [H-].[Na+].Cl.[NH2:4][C:5]1[CH:10]=[CH:9][C:8]([OH:11])=[CH:7][C:6]=1[Cl:12].Cl[C:14]1[C:23]2[C:18](=[CH:19][C:20]([O:26][CH3:27])=[C:21]([O:24][CH3:25])[CH:22]=2)[N:17]=[CH:16][N:15]=1.ClC1N=CC2C(=CC=CC=2)N=1. The catalyst is O.CS(C)=O. The product is [Cl:12][C:6]1[CH:7]=[C:8]([O:11][C:14]2[C:23]3[C:18](=[CH:19][C:20]([O:26][CH3:27])=[C:21]([O:24][CH3:25])[CH:22]=3)[N:17]=[CH:16][N:15]=2)[CH:9]=[CH:10][C:5]=1[NH2:4]. The yield is 0.760.